From a dataset of Reaction yield outcomes from USPTO patents with 853,638 reactions. Predict the reaction yield, written as a fraction of the theoretical maximum amount of product (1.0 means a 100% yield; for example, 0.34 means a 34% yield). The reactants are Br[C:2]1[NH:3][C:4]2[C:9]([C:10]=1[CH:11]=[O:12])=[CH:8][C:7]([O:13][CH3:14])=[CH:6][CH:5]=2.[CH3:15][O:16][CH2:17][CH2:18][N:19]1[C:23]([CH3:24])=[C:22](B2OC(C)(C)C(C)(C)O2)[C:21]([CH3:34])=[N:20]1.C1(P(C2C=CC=CC=2)C2C=CC=CC=2)C=CC=CC=1.P([O-])([O-])([O-])=O.[K+].[K+].[K+]. The catalyst is COCCOC.O.C(O[Pd]OC(=O)C)(=O)C. The product is [CH3:14][O:13][C:7]1[CH:8]=[C:9]2[C:4](=[CH:5][CH:6]=1)[NH:3][C:2]([C:22]1[C:21]([CH3:34])=[N:20][N:19]([CH2:18][CH2:17][O:16][CH3:15])[C:23]=1[CH3:24])=[C:10]2[CH:11]=[O:12]. The yield is 0.600.